From a dataset of Forward reaction prediction with 1.9M reactions from USPTO patents (1976-2016). Predict the product of the given reaction. (1) Given the reactants [C:1]1([CH2:7][C:8]([OH:10])=O)[CH2:6][CH2:5][CH2:4][CH2:3][CH:2]=1.[CH3:11][O:12][C:13](=[O:28])[C@H:14]([CH2:21][C:22]1[CH:27]=[CH:26][CH:25]=[CH:24][CH:23]=1)[NH:15][C:16](=[O:20])[C@H:17]([CH3:19])[NH2:18].C(N[C@H](C(O)=O)C)(OC(C)(C)C)=O.Cl.COC(=O)[C@H](CC1C=CC=CC=1)N, predict the reaction product. The product is: [CH3:11][O:12][C:13](=[O:28])[C@H:14]([CH2:21][C:22]1[CH:27]=[CH:26][CH:25]=[CH:24][CH:23]=1)[NH:15][C:16](=[O:20])[C@H:17]([CH3:19])[NH:18][C:8](=[O:10])[CH2:7][C:1]1[CH2:6][CH2:5][CH2:4][CH2:3][CH:2]=1. (2) Given the reactants [H-].[Na+].[NH:3]1[C:11]2[C:6](=[CH:7][CH:8]=[CH:9][CH:10]=2)[C:5]([C:12]([O:14][CH3:15])=[O:13])=[N:4]1.[CH2:16](Br)[C:17]1[CH:22]=[CH:21][CH:20]=[CH:19][CH:18]=1.O, predict the reaction product. The product is: [CH2:16]([N:3]1[C:11]2[C:6](=[CH:7][CH:8]=[CH:9][CH:10]=2)[C:5]([C:12]([O:14][CH3:15])=[O:13])=[N:4]1)[C:17]1[CH:22]=[CH:21][CH:20]=[CH:19][CH:18]=1. (3) Given the reactants [CH3:1][N:2]1[C:10]2[C:5](=[CH:6][CH:7]=[C:8]([C:11]3[CH:12]=[N:13][C:14](S(C)(=O)=O)=[N:15][CH:16]=3)[CH:9]=2)[C:4]([CH3:22])([CH3:21])[C:3]1=[O:23].[CH3:24][NH:25][CH3:26], predict the reaction product. The product is: [CH3:24][N:25]([CH3:26])[C:14]1[N:13]=[CH:12][C:11]([C:8]2[CH:9]=[C:10]3[C:5]([C:4]([CH3:22])([CH3:21])[C:3](=[O:23])[N:2]3[CH3:1])=[CH:6][CH:7]=2)=[CH:16][N:15]=1. (4) Given the reactants [CH3:1][C:2]1[C:7]([C:8]([F:11])([F:10])[F:9])=[CH:6][CH:5]=[CH:4][C:3]=1[CH2:12][N:13]1[C:17]2[CH:18]=[C:19]([N:26]3[CH2:31][CH2:30][O:29][CH2:28][CH2:27]3)[CH:20]=[C:21]([C:22]([O:24]C)=[O:23])[C:16]=2[N:15]=[C:14]1[C:32]([F:35])([F:34])[F:33].[OH-].[Li+], predict the reaction product. The product is: [CH3:1][C:2]1[C:7]([C:8]([F:9])([F:11])[F:10])=[CH:6][CH:5]=[CH:4][C:3]=1[CH2:12][N:13]1[C:17]2[CH:18]=[C:19]([N:26]3[CH2:31][CH2:30][O:29][CH2:28][CH2:27]3)[CH:20]=[C:21]([C:22]([OH:24])=[O:23])[C:16]=2[N:15]=[C:14]1[C:32]([F:34])([F:33])[F:35]. (5) Given the reactants [H-].[Na+].[C:3]1([OH:9])[CH:8]=[CH:7][CH:6]=[CH:5][CH:4]=1.[CH2:10]([O:17][CH2:18][CH2:19][NH:20][C:21]1[CH:26]=[C:25]([CH3:27])[N:24]=[C:23](Cl)[C:22]=1[N+:29]([O-:31])=[O:30])[C:11]1[CH:16]=[CH:15][CH:14]=[CH:13][CH:12]=1.O, predict the reaction product. The product is: [CH2:10]([O:17][CH2:18][CH2:19][NH:20][C:21]1[CH:26]=[C:25]([CH3:27])[N:24]=[C:23]([O:9][C:3]2[CH:8]=[CH:7][CH:6]=[CH:5][CH:4]=2)[C:22]=1[N+:29]([O-:31])=[O:30])[C:11]1[CH:12]=[CH:13][CH:14]=[CH:15][CH:16]=1. (6) Given the reactants [CH2:1]([N:8]([CH2:16][C:17]1[CH:22]=[CH:21][CH:20]=[CH:19][CH:18]=1)[C:9]1[CH:14]=[CH:13][CH:12]=[C:11](Br)[CH:10]=1)[C:2]1[CH:7]=[CH:6][CH:5]=[CH:4][CH:3]=1.[C:23]([O:28][CH3:29])(=[O:27])/[CH:24]=[CH:25]/[CH3:26].C1(C)C=CC=CC=1P(C1C=CC=CC=1C)C1C=CC=CC=1C, predict the reaction product. The product is: [CH2:1]([N:8]([CH2:16][C:17]1[CH:22]=[CH:21][CH:20]=[CH:19][CH:18]=1)[C:9]1[CH:10]=[C:11]([C:25]([CH3:26])=[CH:24][C:23]([O:28][CH3:29])=[O:27])[CH:12]=[CH:13][CH:14]=1)[C:2]1[CH:7]=[CH:6][CH:5]=[CH:4][CH:3]=1.